This data is from Reaction yield outcomes from USPTO patents with 853,638 reactions. The task is: Predict the reaction yield, written as a fraction of the theoretical maximum amount of product (1.0 means a 100% yield; for example, 0.34 means a 34% yield). (1) The reactants are O[C:2]1[CH:7]=[CH:6][N:5]=[CH:4][CH:3]=1.[CH3:8][NH:9][CH3:10].[CH2:11]=[O:12]. The catalyst is O. The product is [CH3:8][N:9]([CH2:7][C:6]1[C:11]([OH:12])=[CH:2][CH:3]=[CH:4][N:5]=1)[CH3:10]. The yield is 0.650. (2) The reactants are [C:1]([O:5][C:6]([NH:8][CH2:9][CH:10]([S:17]([OH:20])(=[O:19])=[O:18])[CH2:11][C:12]([O:14]CC)=[O:13])=[O:7])([CH3:4])([CH3:3])[CH3:2].O.[OH-].[Li+]. The catalyst is C1COCC1.O. The product is [C:1]([O:5][C:6]([NH:8][CH2:9][CH:10]([S:17]([OH:20])(=[O:18])=[O:19])[CH2:11][C:12]([OH:14])=[O:13])=[O:7])([CH3:4])([CH3:2])[CH3:3]. The yield is 0.900. (3) The reactants are [NH2:1][C@@H:2]([CH2:33][C:34]1[CH:39]=[CH:38][CH:37]=[CH:36][CH:35]=1)[C@@H:3]([OH:32])[CH2:4][C@@H:5]([NH:19][C:20]([C@@H:22]([NH:27][C:28](=[O:31])[O:29][CH3:30])[C:23]([CH3:26])([CH3:25])[CH3:24])=[O:21])[CH2:6][C:7]1[CH:12]=[CH:11][C:10]([C:13]2[CH:18]=[CH:17][CH:16]=[CH:15][N:14]=2)=[CH:9][CH:8]=1.[N:40]([C@@H:43]([C@H:47]1[CH2:51][CH2:50][O:49][CH2:48]1)[C:44](O)=[O:45])=[N+:41]=[N-:42].CCOP(ON1N=NC2C=CC=CC=2C1=O)(OCC)=O.C(N(CC)C(C)C)(C)C. The catalyst is O1CCCC1. The product is [N:40]([C@@H:43]([C@H:47]1[CH2:51][CH2:50][O:49][CH2:48]1)[C:44]([NH:1][C@@H:2]([CH2:33][C:34]1[CH:35]=[CH:36][CH:37]=[CH:38][CH:39]=1)[C@@H:3]([OH:32])[CH2:4][C@@H:5]([NH:19][C:20](=[O:21])[C@H:22]([C:23]([CH3:26])([CH3:25])[CH3:24])[NH:27][C:28]([O:29][CH3:30])=[O:31])[CH2:6][C:7]1[CH:12]=[CH:11][C:10]([C:13]2[CH:18]=[CH:17][CH:16]=[CH:15][N:14]=2)=[CH:9][CH:8]=1)=[O:45])=[N+:41]=[N-:42]. The yield is 0.640. (4) The reactants are [O:1]=[C:2]1[CH2:10][C:9]2[C:4](=[CH:5][C:6]([C:11]([C:13]3[CH:14]=[C:15]([NH:19][C:20]([C:22]4[N:23]([CH3:28])[N:24]=[CH:25][C:26]=4[Cl:27])=[O:21])[CH:16]=[CH:17][CH:18]=3)=[O:12])=[CH:7][CH:8]=2)[NH:3]1.[CH:29](OCC)=[O:30].[O-]CC.[Na+].Cl. The catalyst is C(O)C. The product is [OH:30][CH:29]=[C:10]1[C:9]2[C:4](=[CH:5][C:6]([C:11]([C:13]3[CH:14]=[C:15]([NH:19][C:20]([C:22]4[N:23]([CH3:28])[N:24]=[CH:25][C:26]=4[Cl:27])=[O:21])[CH:16]=[CH:17][CH:18]=3)=[O:12])=[CH:7][CH:8]=2)[NH:3][C:2]1=[O:1]. The yield is 0.700. (5) The reactants are ClCCl.Br[C:5]1[CH:13]=[CH:12][CH:11]=[C:10]2[C:6]=1[CH2:7][N:8]([CH2:15][CH2:16][C:17]1[CH:26]=[CH:25][C:24]3[C:19](=[CH:20][CH:21]=[CH:22][CH:23]=3)[N:18]=1)[C:9]2=[O:14].[CH3:27][N:28]([CH3:38])[C:29]1[N:34]=[CH:33][C:32](B(O)O)=[CH:31][N:30]=1.C([O-])([O-])=O.[Cs+].[Cs+]. The catalyst is O1CCOCC1.C1C=CC(P(C2C=CC=CC=2)[C-]2C=CC=C2)=CC=1.C1C=CC(P(C2C=CC=CC=2)[C-]2C=CC=C2)=CC=1.Cl[Pd]Cl.[Fe+2]. The product is [CH3:27][N:28]([CH3:38])[C:29]1[N:34]=[CH:33][C:32]([C:5]2[CH:13]=[CH:12][CH:11]=[C:10]3[C:6]=2[CH2:7][N:8]([CH2:15][CH2:16][C:17]2[CH:26]=[CH:25][C:24]4[C:19](=[CH:20][CH:21]=[CH:22][CH:23]=4)[N:18]=2)[C:9]3=[O:14])=[CH:31][N:30]=1. The yield is 0.140.